This data is from Forward reaction prediction with 1.9M reactions from USPTO patents (1976-2016). The task is: Predict the product of the given reaction. (1) Given the reactants [F:1][C:2]1([F:30])[CH2:7][CH2:6][C:5]([NH:12][C:13](=[O:29])[CH2:14][C:15]2[CH:16]=[C:17]([C:22]3[CH:27]=[CH:26][C:25]([F:28])=[CH:24][CH:23]=3)[CH:18]=[CH:19][C:20]=2[CH3:21])([C:8](OC)=[O:9])[CH2:4][CH2:3]1.CN(C)C(=O)C.CC(C)([O-])C.[K+].Cl, predict the reaction product. The product is: [F:30][C:2]1([F:1])[CH2:7][CH2:6][C:5]2([NH:12][C:13](=[O:29])[C:14]([C:15]3[CH:16]=[C:17]([C:22]4[CH:23]=[CH:24][C:25]([F:28])=[CH:26][CH:27]=4)[CH:18]=[CH:19][C:20]=3[CH3:21])=[C:8]2[OH:9])[CH2:4][CH2:3]1. (2) Given the reactants [Cl:1][CH2:2][C:3](=[O:12])[CH2:4][C:5]([O:7][CH2:8][C:9](=[CH2:11])[CH3:10])=[O:6].C(OCCC)(OCCC)O[CH2:15][CH2:16][CH3:17].O=P12OP3(OP(OP(O3)(O1)=O)(=O)O2)=O, predict the reaction product. The product is: [Cl:1][CH2:2]/[C:3](/[O:12][CH2:15][CH2:16][CH3:17])=[CH:4]\[C:5]([O:7][CH2:8][C:9](=[CH2:10])[CH3:11])=[O:6]. (3) Given the reactants [F:1][C:2]1[C:7]([F:8])=[C:6]([F:9])[CH:5]=[CH:4][C:3]=1[C:10]#[CH:11].C[Mg+].[Br-].[CH2:15]([C@H:17]1[CH2:22][CH2:21][C@H:20]([CH:23]=[O:24])[CH2:19][CH2:18]1)[CH3:16].Cl, predict the reaction product. The product is: [CH2:15]([C@H:17]1[CH2:22][CH2:21][C@H:20]([CH:23]([OH:24])[C:11]#[C:10][C:3]2[CH:4]=[CH:5][C:6]([F:9])=[C:7]([F:8])[C:2]=2[F:1])[CH2:19][CH2:18]1)[CH3:16]. (4) Given the reactants [C:1](Cl)(=[O:5])[CH2:2][CH2:3][CH3:4].[NH2:7][C:8]1[C:9]([Cl:27])=[N:10][C:11]2[C:16]([C:17]=1[NH:18][CH2:19][C:20]1([OH:26])[CH2:25][CH2:24][S:23][CH2:22][CH2:21]1)=[CH:15][CH:14]=[CH:13][CH:12]=2.C(N(CC)CC)C, predict the reaction product. The product is: [Cl:27][C:9]1[C:8]([NH:7][C:1](=[O:5])[CH2:2][CH2:3][CH3:4])=[C:17]([NH:18][CH2:19][C:20]2([OH:26])[CH2:25][CH2:24][S:23][CH2:22][CH2:21]2)[C:16]2[C:11](=[CH:12][CH:13]=[CH:14][CH:15]=2)[N:10]=1. (5) The product is: [C:74]([O:78][C:79]([NH:81][C:82]1([C:85]([NH:1][C@:2]23[CH2:37][CH2:36][C@@H:35]([C:38]([CH3:40])=[CH2:39])[C@@H:3]2[C@@H:4]2[C@@:17]([CH3:20])([CH2:18][CH2:19]3)[C@@:16]3([CH3:21])[C@@H:7]([C@:8]4([CH3:34])[C@@H:13]([CH2:14][CH2:15]3)[C:12]([CH3:22])([CH3:23])[C:11]([C:24]3[CH:25]=[CH:26][C:27]([C:28]([O:30][CH3:31])=[O:29])=[CH:32][CH:33]=3)=[CH:10][CH2:9]4)[CH2:6][CH2:5]2)=[O:86])[CH2:84][CH2:83]1)=[O:80])([CH3:77])([CH3:76])[CH3:75]. Given the reactants [NH2:1][C@:2]12[CH2:37][CH2:36][C@@H:35]([C:38]([CH3:40])=[CH2:39])[C@@H:3]1[C@@H:4]1[C@@:17]([CH3:20])([CH2:18][CH2:19]2)[C@@:16]2([CH3:21])[C@@H:7]([C@:8]3([CH3:34])[C@@H:13]([CH2:14][CH2:15]2)[C:12]([CH3:23])([CH3:22])[C:11]([C:24]2[CH:33]=[CH:32][C:27]([C:28]([O:30][CH3:31])=[O:29])=[CH:26][CH:25]=2)=[CH:10][CH2:9]3)[CH2:6][CH2:5]1.C(N(CC)C(C)C)(C)C.CN(C(ON1N=NC2C=CC=NC1=2)=[N+](C)C)C.F[P-](F)(F)(F)(F)F.[C:74]([O:78][C:79]([NH:81][C:82]1([C:85](O)=[O:86])[CH2:84][CH2:83]1)=[O:80])([CH3:77])([CH3:76])[CH3:75], predict the reaction product. (6) Given the reactants Br[C:2]1[C:3]2[S:11][C:10]([C:12]3[CH:17]=[CH:16][CH:15]=[CH:14][CH:13]=3)=[N:9][C:4]=2[C:5](=O)[NH:6][CH:7]=1.[Cu][C:19]#[N:20].O.[ClH:22], predict the reaction product. The product is: [Cl:22][C:5]1[C:4]2[N:9]=[C:10]([C:12]3[CH:17]=[CH:16][CH:15]=[CH:14][CH:13]=3)[S:11][C:3]=2[C:2]([C:19]#[N:20])=[CH:7][N:6]=1.